Dataset: Full USPTO retrosynthesis dataset with 1.9M reactions from patents (1976-2016). Task: Predict the reactants needed to synthesize the given product. (1) The reactants are: [CH2:1]1[CH2:10][O:9][C:8]2[CH:7]=[CH:6][C:5]([SH:11])=[CH:4][C:3]=2[O:2]1.C(N(CC)CC)C.Br[CH2:20][C:21]1[CH:26]=[CH:25][C:24]([C:27](=[O:29])[CH3:28])=[CH:23][CH:22]=1.C(OCC)(=O)C. Given the product [O:9]1[C:8]2[CH:7]=[CH:6][C:5]([S:11][CH2:20][C:21]3[CH:26]=[CH:25][C:24]([C:27](=[O:29])[CH3:28])=[CH:23][CH:22]=3)=[CH:4][C:3]=2[O:2][CH2:1][CH2:10]1, predict the reactants needed to synthesize it. (2) Given the product [Si:1]([O:8][C:9]1[CH:14]=[CH:13][C:12]2[N:15]([C:16]3[CH:21]=[CH:20][C:19]([O:22][CH2:23][CH2:24][O:25][CH:26]4[CH2:31][CH2:30][CH2:29][CH2:28][O:27]4)=[CH:18][CH:17]=3)[CH:33]=[N:32][C:11]=2[CH:10]=1)([C:4]([CH3:7])([CH3:6])[CH3:5])([CH3:3])[CH3:2], predict the reactants needed to synthesize it. The reactants are: [Si:1]([O:8][C:9]1[CH:10]=[C:11]([NH2:32])[C:12]([NH:15][C:16]2[CH:21]=[CH:20][C:19]([O:22][CH2:23][CH2:24][O:25][CH:26]3[CH2:31][CH2:30][CH2:29][CH2:28][O:27]3)=[CH:18][CH:17]=2)=[CH:13][CH:14]=1)([C:4]([CH3:7])([CH3:6])[CH3:5])([CH3:3])[CH3:2].[CH2:33](OC(OCC)OCC)C.FC(F)(F)S([O-])(=O)=O.[Yb+3].FC(F)(F)S([O-])(=O)=O.FC(F)(F)S([O-])(=O)=O.C(OCC)(=O)C. (3) The reactants are: [CH3:1][C:2]1[NH:3][C:4]2[C:9]([CH:10]=1)=[CH:8][CH:7]=[CH:6][CH:5]=2.[Li]CCCC.CC([O-])(C)C.[K+].[F:22][C:23]1[CH:24]=[CH:25][C:26]([O:45][CH3:46])=[C:27]([C:29]([CH3:44])([CH3:43])[CH2:30]/[C:31](=[N:36]/S(C(C)(C)C)=O)/[C:32]([F:35])([F:34])[F:33])[CH:28]=1. Given the product [F:22][C:23]1[CH:24]=[CH:25][C:26]([O:45][CH3:46])=[C:27]([C:29]([CH3:43])([CH3:44])[CH2:30][C:31]([NH2:36])([CH2:1][C:2]2[NH:3][C:4]3[C:9]([CH:10]=2)=[CH:8][CH:7]=[CH:6][CH:5]=3)[C:32]([F:35])([F:34])[F:33])[CH:28]=1, predict the reactants needed to synthesize it.